Dataset: Peptide-MHC class I binding affinity with 185,985 pairs from IEDB/IMGT. Task: Regression. Given a peptide amino acid sequence and an MHC pseudo amino acid sequence, predict their binding affinity value. This is MHC class I binding data. (1) The peptide sequence is VMHINSPFK. The MHC is HLA-A68:01 with pseudo-sequence HLA-A68:01. The binding affinity (normalized) is 0.596. (2) The peptide sequence is LTFLHTLYK. The MHC is HLA-A30:01 with pseudo-sequence HLA-A30:01. The binding affinity (normalized) is 0.936. (3) The peptide sequence is SRTPSGKRL. The MHC is HLA-A26:01 with pseudo-sequence HLA-A26:01. The binding affinity (normalized) is 0.292. (4) The peptide sequence is YYLEKANKI. The MHC is HLA-B40:01 with pseudo-sequence HLA-B40:01. The binding affinity (normalized) is 0.0847. (5) The peptide sequence is KLTLKGMSY. The MHC is HLA-A30:02 with pseudo-sequence HLA-A30:02. The binding affinity (normalized) is 0.422. (6) The peptide sequence is LTMVAGAVW. The MHC is HLA-A66:01 with pseudo-sequence HLA-A66:01. The binding affinity (normalized) is 0.213. (7) The peptide sequence is VPAQNAIST. The MHC is HLA-A01:01 with pseudo-sequence HLA-A01:01. The binding affinity (normalized) is 0.0847. (8) The MHC is HLA-A25:01 with pseudo-sequence HLA-A25:01. The binding affinity (normalized) is 0.0847. The peptide sequence is SLMASSPTSI. (9) The peptide sequence is AIIRILQQL. The MHC is BoLA-HD6 with pseudo-sequence BoLA-HD6. The binding affinity (normalized) is 0.686.